From a dataset of Catalyst prediction with 721,799 reactions and 888 catalyst types from USPTO. Predict which catalyst facilitates the given reaction. (1) Reactant: [NH2:1][CH2:2][C@@H:3]1[O:7][C@H:6]2[C@H:8]([O:13][CH2:14][C:15]3[CH:20]=[CH:19][CH:18]=[CH:17][CH:16]=3)[C@@H:9]([CH2:11][OH:12])[O:10][C@H:5]2[CH2:4]1.CCN(CC)CC.[C:28](Cl)(=[O:31])[CH:29]=[CH2:30]. Product: [CH2:14]([O:13][C@@H:8]1[C@@H:9]([CH2:11][OH:12])[O:10][C@H:5]2[CH2:4][C@H:3]([CH2:2][NH:1][C:28](=[O:31])[CH:29]=[CH2:30])[O:7][C@@H:6]12)[C:15]1[CH:20]=[CH:19][CH:18]=[CH:17][CH:16]=1. The catalyst class is: 4. (2) Reactant: [CH3:1][C:2]1[C:3]([CH3:18])=[C:4]2[O:13][C:12]([C:15]([OH:17])=[O:16])([CH3:14])[CH2:11][CH2:10][C:5]2=[C:6]([CH3:9])[C:7]=1[OH:8].C(N)CN.C(O)(C(F)(F)F)=O.[ClH:30]. Product: [CH3:1][C:2]1[C:3]([CH3:18])=[C:4]2[O:13][C:12]([C:15]([OH:17])=[O:16])([CH3:14])[CH2:11][CH2:10][C:5]2=[C:6]([CH3:9])[C:7]=1[OH:8].[ClH:30]. The catalyst class is: 179. (3) Reactant: [F:1][CH:2]([F:38])[O:3][C:4]1[CH:9]=[CH:8][C:7]([N:10]2[C:14]([CH3:15])=[C:13]([C:16]([NH:18][C:19]3[CH:24]=[CH:23][C:22]([C@@H:25]4[O:30][CH2:29][CH2:28][N:27](C(OC(C)(C)C)=O)[CH2:26]4)=[CH:21][CH:20]=3)=[O:17])[CH:12]=[N:11]2)=[CH:6][CH:5]=1.[ClH:39]. Product: [ClH:39].[F:38][CH:2]([F:1])[O:3][C:4]1[CH:9]=[CH:8][C:7]([N:10]2[C:14]([CH3:15])=[C:13]([C:16]([NH:18][C:19]3[CH:24]=[CH:23][C:22]([C@@H:25]4[O:30][CH2:29][CH2:28][NH:27][CH2:26]4)=[CH:21][CH:20]=3)=[O:17])[CH:12]=[N:11]2)=[CH:6][CH:5]=1. The catalyst class is: 12. (4) Reactant: [Br:1][C:2]1[C:3]([F:13])=[CH:4][CH:5]=[C:6]2[C:10]=1[NH:9]C(=O)[C:7]2=[O:12].[OH-:14].[Na+].OO.Cl. Product: [NH2:9][C:10]1[C:2]([Br:1])=[C:3]([F:13])[CH:4]=[CH:5][C:6]=1[C:7]([OH:12])=[O:14]. The catalyst class is: 6. (5) Reactant: [OH:1][C:2]1[CH:11]=[C:10]2[C:5]([CH2:6][CH2:7][CH:8]([C:12]([O:14][CH2:15][CH3:16])=[O:13])[O:9]2)=[CH:4][CH:3]=1.[Cl:17]N1C(=O)CCC1=O. Product: [Cl:17][C:3]1[CH:4]=[C:5]2[C:10](=[CH:11][C:2]=1[OH:1])[O:9][CH:8]([C:12]([O:14][CH2:15][CH3:16])=[O:13])[CH2:7][CH2:6]2. The catalyst class is: 1.